Task: Predict the product of the given reaction.. Dataset: Forward reaction prediction with 1.9M reactions from USPTO patents (1976-2016) (1) Given the reactants [O:1]=[C:2]1[C@H:8]([NH:9]C(=O)OCC2C=CC=CC=2)[CH2:7][CH:6]=[C:5]([C:20]2[CH:25]=[CH:24][CH:23]=[CH:22][CH:21]=2)[CH2:4][NH:3]1.[C:34](O[C:34]([O:36][C:37]([CH3:40])([CH3:39])[CH3:38])=[O:35])([O:36][C:37]([CH3:40])([CH3:39])[CH3:38])=[O:35], predict the reaction product. The product is: [O:1]=[C:2]1[C@H:8]([NH:9][C:34](=[O:35])[O:36][C:37]([CH3:38])([CH3:39])[CH3:40])[CH2:7][CH2:6][C@@H:5]([C:20]2[CH:25]=[CH:24][CH:23]=[CH:22][CH:21]=2)[CH2:4][NH:3]1. (2) Given the reactants [C:1]1([C:7]2([C:14]3[CH:19]=[CH:18][CH:17]=[CH:16][CH:15]=3)[CH2:12][CH2:11][CH:10]([OH:13])[CH2:9][CH2:8]2)[CH:6]=[CH:5][CH:4]=[CH:3][CH:2]=1.[P:20](Cl)([Cl:22])[Cl:21], predict the reaction product. The product is: [Cl:21][P:20]([Cl:22])[O:13][CH:10]1[CH2:9][CH2:8][C:7]([C:14]2[CH:19]=[CH:18][CH:17]=[CH:16][CH:15]=2)([C:1]2[CH:2]=[CH:3][CH:4]=[CH:5][CH:6]=2)[CH2:12][CH2:11]1.